From a dataset of Full USPTO retrosynthesis dataset with 1.9M reactions from patents (1976-2016). Predict the reactants needed to synthesize the given product. Given the product [Br:8][C:6]1[CH:5]=[CH:4][C:3]([S:9][C:16]2[N:11]=[N:12][C:13]([O:19][CH3:18])=[CH:14][CH:15]=2)=[C:2]([F:1])[CH:7]=1, predict the reactants needed to synthesize it. The reactants are: [F:1][C:2]1[CH:7]=[C:6]([Br:8])[CH:5]=[CH:4][C:3]=1[SH:9].Cl[N:11]1[CH:16]=[CH:15][CH:14]=[C:13](Cl)[NH:12]1.[C:18](=O)([O-])[O-:19].[K+].[K+].